From a dataset of Reaction yield outcomes from USPTO patents with 853,638 reactions. Predict the reaction yield, written as a fraction of the theoretical maximum amount of product (1.0 means a 100% yield; for example, 0.34 means a 34% yield). (1) The reactants are [C:1]([O:4][C:5]1[CH:26]=[CH:25][C:8]([C:9]2[C:18](=[O:19])[C:17]3[C:12](=[CH:13][C:14]([O:21][C:22](=[O:24])[CH3:23])=[CH:15][C:16]=3[CH3:20])[O:11][CH:10]=2)=[CH:7][CH:6]=1)(=[O:3])[CH3:2]. The catalyst is C(OCC)(=O)C.[Pd]. The product is [C:1]([O:4][C:5]1[CH:26]=[CH:25][C:8]([CH:9]2[C:18](=[O:19])[C:17]3[C:12](=[CH:13][C:14]([O:21][C:22](=[O:24])[CH3:23])=[CH:15][C:16]=3[CH3:20])[O:11][CH2:10]2)=[CH:7][CH:6]=1)(=[O:3])[CH3:2]. The yield is 0.670. (2) No catalyst specified. The reactants are Cl[C:2]1[N:3]([C:13]2[CH:18]=[CH:17][CH:16]=[CH:15][CH:14]=2)[C:4]2[C:9]([C:10]=1[CH:11]=[O:12])=[CH:8][CH:7]=[CH:6][CH:5]=2.[NH:19]1[CH:23]=[CH:22][N:21]=[CH:20]1. The product is [N:19]1([C:2]2[N:3]([C:13]3[CH:18]=[CH:17][CH:16]=[CH:15][CH:14]=3)[C:4]3[C:9]([C:10]=2[CH:11]=[O:12])=[CH:8][CH:7]=[CH:6][CH:5]=3)[CH:23]=[CH:22][N:21]=[CH:20]1. The yield is 0.120.